This data is from Catalyst prediction with 721,799 reactions and 888 catalyst types from USPTO. The task is: Predict which catalyst facilitates the given reaction. (1) Product: [NH2:9][CH2:8][C@H:5]1[CH2:6][CH2:7][C@H:2]([OH:1])[CH2:3][CH2:4]1. Reactant: [OH:1][C@H:2]1[CH2:7][CH2:6][C@H:5]([CH2:8][NH:9]C(=O)OC(C)(C)C)[CH2:4][CH2:3]1.FC(F)(F)C(O)=O. The catalyst class is: 4. (2) Reactant: [Si:1]([O:8][CH2:9][C:10]1[N:15]=[C:14]([CH:16]=[CH:17][C:18]([O:20][CH2:21][CH3:22])=[O:19])[CH:13]=[CH:12][CH:11]=1)([C:4]([CH3:7])([CH3:6])[CH3:5])([CH3:3])[CH3:2]. Product: [Si:1]([O:8][CH2:9][C:10]1[N:15]=[C:14]([CH2:16][CH2:17][C:18]([O:20][CH2:21][CH3:22])=[O:19])[CH:13]=[CH:12][CH:11]=1)([C:4]([CH3:7])([CH3:6])[CH3:5])([CH3:3])[CH3:2]. The catalyst class is: 865. (3) Reactant: CC1(C)C(C)(C)[O:5][B:4]([C:9]2[CH:10]=[C:11]([CH2:15][C:16]([OH:18])=O)[CH:12]=[CH:13][CH:14]=2)[O:3]1.CCN=C=NCCCN(C)C.C1C=CC2N(O)N=NC=2C=1.[NH2:41][CH2:42][CH2:43][NH:44][C:45](=[O:71])[CH2:46][C@@H:47]1[N:53]=[C:52]([C:54]2[CH:59]=[CH:58][C:57]([Cl:60])=[CH:56][CH:55]=2)[C:51]2[CH:61]=[C:62]([O:65][CH3:66])[CH:63]=[CH:64][C:50]=2[N:49]2[C:67]([CH3:70])=[N:68][N:69]=[C:48]12.B(O)O. Product: [Cl:60][C:57]1[CH:58]=[CH:59][C:54]([C:52]2[C:51]3[CH:61]=[C:62]([O:65][CH3:66])[CH:63]=[CH:64][C:50]=3[N:49]3[C:67]([CH3:70])=[N:68][N:69]=[C:48]3[C@H:47]([CH2:46][C:45]([NH:44][CH2:43][CH2:42][NH:41][C:16](=[O:18])[CH2:15][C:11]3[CH:10]=[C:9]([B:4]([OH:3])[OH:5])[CH:14]=[CH:13][CH:12]=3)=[O:71])[N:53]=2)=[CH:55][CH:56]=1. The catalyst class is: 64. (4) Reactant: [CH:1]1([C:4]2[CH:5]=[C:6]([C:21]([O:23]CC)=[O:22])[C:7]3[C:12]([CH3:13])=[N:11][N:10]([CH:14]4[CH2:19][CH2:18][N:17]([CH3:20])[CH2:16][CH2:15]4)[C:8]=3[N:9]=2)[CH2:3][CH2:2]1.[OH-].[Na+]. Product: [CH:1]1([C:4]2[CH:5]=[C:6]([C:21]([OH:23])=[O:22])[C:7]3[C:12]([CH3:13])=[N:11][N:10]([CH:14]4[CH2:19][CH2:18][N:17]([CH3:20])[CH2:16][CH2:15]4)[C:8]=3[N:9]=2)[CH2:2][CH2:3]1. The catalyst class is: 14.